From a dataset of Reaction yield outcomes from USPTO patents with 853,638 reactions. Predict the reaction yield, written as a fraction of the theoretical maximum amount of product (1.0 means a 100% yield; for example, 0.34 means a 34% yield). (1) The reactants are [NH:1]1[C:9]2[C:4](=[CH:5][CH:6]=[CH:7][CH:8]=2)[CH:3]=[C:2]1[C:10]([CH3:17])([CH3:16])[C:11]([O:13][CH2:14][CH3:15])=[O:12].[N+:18]([O-])([O-:20])=[O:19].[Na+]. The catalyst is S(=O)(=O)(O)O. The product is [CH3:17][C:10]([C:2]1[NH:1][C:9]2[C:4]([CH:3]=1)=[CH:5][C:6]([N+:18]([O-:20])=[O:19])=[CH:7][CH:8]=2)([CH3:16])[C:11]([O:13][CH2:14][CH3:15])=[O:12]. The yield is 0.570. (2) The reactants are [Cl:1][C:2]1[C:3]2[CH:14]=[CH:13][C:12](=[O:15])[N:11]([C:16]3[C:21]([F:22])=[CH:20][CH:19]=[CH:18][C:17]=3[F:23])[C:4]=2[N:5]=[C:6](S(C)=O)[N:7]=1.[CH2:24]([N:26]([CH2:31][CH3:32])[CH2:27][CH2:28][CH2:29][NH2:30])[CH3:25].C(N(CC)CC)C. The catalyst is ClCCl. The product is [Cl:1][C:2]1[C:3]2[CH:14]=[CH:13][C:12](=[O:15])[N:11]([C:16]3[C:21]([F:22])=[CH:20][CH:19]=[CH:18][C:17]=3[F:23])[C:4]=2[N:5]=[C:6]([NH:30][CH2:29][CH2:28][CH2:27][N:26]([CH2:31][CH3:32])[CH2:24][CH3:25])[N:7]=1. The yield is 0.600. (3) The reactants are [C:1]([N:5]1[C:9](=[O:10])[C:8](Cl)=[C:7]([C:12]2[CH:17]=[CH:16][CH:15]=[CH:14][CH:13]=2)[S:6]1(=[O:19])=[O:18])([CH3:4])([CH3:3])[CH3:2].[C:20]([O:24][C:25]([N:27]1[CH2:32][CH2:31][CH:30]([NH2:33])[CH2:29][CH2:28]1)=[O:26])([CH3:23])([CH3:22])[CH3:21]. The product is [C:1]([N:5]1[C:9](=[O:10])[C:8]([NH:33][CH:30]2[CH2:29][CH2:28][N:27]([C:25]([O:24][C:20]([CH3:23])([CH3:22])[CH3:21])=[O:26])[CH2:32][CH2:31]2)=[C:7]([C:12]2[CH:17]=[CH:16][CH:15]=[CH:14][CH:13]=2)[S:6]1(=[O:19])=[O:18])([CH3:4])([CH3:3])[CH3:2]. The yield is 0.720. The catalyst is CC#N. (4) The reactants are [CH3:1][P:2]1(=[O:8])[CH2:7][CH2:6][NH:5][CH2:4][CH2:3]1.F[C:10]1[CH:11]=[CH:12][C:13]([N+:18]([O-:20])=[O:19])=[C:14]([O:16][CH3:17])[CH:15]=1.C([O-])([O-])=O.[K+].[K+]. The catalyst is CN(C=O)C. The product is [CH3:17][O:16][C:14]1[CH:15]=[C:10]([N:5]2[CH2:6][CH2:7][P:2](=[O:8])([CH3:1])[CH2:3][CH2:4]2)[CH:11]=[CH:12][C:13]=1[N+:18]([O-:20])=[O:19]. The yield is 0.960. (5) The reactants are [Si:1]([O:8][CH2:9][CH2:10][C:11]1([NH2:14])[CH2:13][CH2:12]1)([C:4]([CH3:7])([CH3:6])[CH3:5])([CH3:3])[CH3:2].[CH3:15][C:16]([O:19][C:20](O[C:20]([O:19][C:16]([CH3:18])([CH3:17])[CH3:15])=[O:21])=[O:21])([CH3:18])[CH3:17].C([O-])(O)=O.[Na+]. The catalyst is C1COCC1.O. The product is [Si:1]([O:8][CH2:9][CH2:10][C:11]1([NH:14][C:20](=[O:21])[O:19][C:16]([CH3:18])([CH3:17])[CH3:15])[CH2:13][CH2:12]1)([C:4]([CH3:7])([CH3:6])[CH3:5])([CH3:3])[CH3:2]. The yield is 0.900. (6) The reactants are [CH3:1][O:2][C:3]1[N:8]=[C:7]2[S:9][C:10]([NH2:12])=[N:11][C:6]2=[CH:5][CH:4]=1.[C:13]([C:21]1[CH:29]=[CH:28][C:24]([C:25](O)=[O:26])=[CH:23][CH:22]=1)(=[O:20])[C:14]1[CH:19]=[CH:18][CH:17]=[CH:16][CH:15]=1.CN(C(ON1N=NC2C=CC=CC1=2)=[N+](C)C)C.[B-](F)(F)(F)F.C(N(CC)CC)C. The catalyst is CN(C1C=CN=CC=1)C.CN(C=O)C. The product is [C:13]([C:21]1[CH:22]=[CH:23][C:24]([C:25]([NH:12][C:10]2[S:9][C:7]3[C:6]([N:11]=2)=[CH:5][CH:4]=[C:3]([O:2][CH3:1])[N:8]=3)=[O:26])=[CH:28][CH:29]=1)(=[O:20])[C:14]1[CH:15]=[CH:16][CH:17]=[CH:18][CH:19]=1. The yield is 0.530. (7) The reactants are [F:1][C:2]1[CH:10]=[C:9]2[C:5]([CH:6]=[CH:7][N:8]2[Si:11]([CH:18]([CH3:20])[CH3:19])([CH:15]([CH3:17])[CH3:16])[CH:12]([CH3:14])[CH3:13])=[CH:4][CH:3]=1.C([Li])(CC)C.C1CCCCC1.[C:32](=[O:34])=[O:33]. The catalyst is CCOCC.O.C1COCC1. The product is [F:1][C:2]1[CH:10]=[C:9]2[C:5]([CH:6]=[CH:7][N:8]2[Si:11]([CH:15]([CH3:17])[CH3:16])([CH:18]([CH3:20])[CH3:19])[CH:12]([CH3:13])[CH3:14])=[CH:4][C:3]=1[C:32]([OH:34])=[O:33]. The yield is 0.740. (8) The reactants are C(OC([N:8]1[C:12]([NH:13][C:14](=[O:30])[CH:15]([CH3:29])[CH2:16][CH2:17][CH2:18][N:19]2[CH2:25][CH2:24][CH2:23][N:22]([C:26](=[O:28])[CH3:27])[CH2:21][CH2:20]2)=[CH:11][C:10]([C:31]2[CH:36]=[CH:35][C:34]([O:37][CH3:38])=[CH:33][CH:32]=2)=[N:9]1)=O)(C)(C)C.Cl.O1CCOCC1.C([O-])(O)=O.[Na+]. The catalyst is C(Cl)Cl. The product is [CH3:38][O:37][C:34]1[CH:33]=[CH:32][C:31]([C:10]2[CH:11]=[C:12]([NH:13][C:14](=[O:30])[CH:15]([CH3:29])[CH2:16][CH2:17][CH2:18][N:19]3[CH2:25][CH2:24][CH2:23][N:22]([C:26](=[O:28])[CH3:27])[CH2:21][CH2:20]3)[NH:8][N:9]=2)=[CH:36][CH:35]=1. The yield is 0.820. (9) The reactants are [CH3:1][S:2]([C:5]1[CH:10]=[CH:9][C:8]([C:11]2[CH:16]=[CH:15][C:14]([O:17][CH:18]([CH:20]3[CH2:25][CH2:24][NH:23][CH2:22][CH2:21]3)[CH3:19])=[CH:13][N:12]=2)=[CH:7][CH:6]=1)(=[O:4])=[O:3].C(N(C(C)C)CC)(C)C.Cl[C:36]([O:38][CH:39]([CH3:41])[CH3:40])=[O:37]. The catalyst is C(Cl)Cl.C1COCC1. The product is [CH3:1][S:2]([C:5]1[CH:10]=[CH:9][C:8]([C:11]2[N:12]=[CH:13][C:14]([O:17][CH:18]([CH:20]3[CH2:25][CH2:24][N:23]([C:36]([O:38][CH:39]([CH3:41])[CH3:40])=[O:37])[CH2:22][CH2:21]3)[CH3:19])=[CH:15][CH:16]=2)=[CH:7][CH:6]=1)(=[O:3])=[O:4]. The yield is 0.930. (10) The reactants are [CH3:1][O:2][C:3]1[CH:4]=[C:5]([CH:9]=[CH:10][C:11]=1[CH2:12][N:13]1[CH2:17][CH2:16][CH2:15][C:14]1=[O:18])[C:6]([OH:8])=O.CN(C(ON1N=NC2C=CC=CC1=2)=[N+](C)C)C.[B-](F)(F)(F)F.C(N(C(C)C)CC)(C)C.[Cl:50][C:51]1[CH:62]=[CH:61][C:54]2[NH:55][C:56]([C@@H:58]([NH2:60])[CH3:59])=[N:57][C:53]=2[CH:52]=1.ClCl. The catalyst is O1CCCC1.ClCCl.C(O)C. The product is [Cl:50][C:51]1[CH:62]=[CH:61][C:54]2[NH:55][C:56]([C@@H:58]([NH:60][C:6](=[O:8])[C:5]3[CH:9]=[CH:10][C:11]([CH2:12][N:13]4[CH2:17][CH2:16][CH2:15][C:14]4=[O:18])=[C:3]([O:2][CH3:1])[CH:4]=3)[CH3:59])=[N:57][C:53]=2[CH:52]=1. The yield is 0.590.